From a dataset of Catalyst prediction with 721,799 reactions and 888 catalyst types from USPTO. Predict which catalyst facilitates the given reaction. (1) Reactant: Cl[C:2]1[N:7]=[C:6]([NH2:8])[C:5]([CH3:9])=[CH:4][N:3]=1.[CH3:10][N:11]1[CH2:16][CH2:15][N:14]([S:17]([C:20]2[CH:21]=[C:22]([NH2:26])[CH:23]=[CH:24][CH:25]=2)(=[O:19])=[O:18])[CH2:13][CH2:12]1. Product: [CH3:9][C:5]1[C:6]([NH2:8])=[N:7][C:2]([NH:26][C:22]2[CH:23]=[CH:24][CH:25]=[C:20]([S:17]([N:14]3[CH2:13][CH2:12][N:11]([CH3:10])[CH2:16][CH2:15]3)(=[O:19])=[O:18])[CH:21]=2)=[N:3][CH:4]=1. The catalyst class is: 15. (2) Reactant: C(OC([N:8]1[CH2:15][CH:14]2[O:16][CH:10]([CH2:11][N:12]([CH2:17][CH2:18][N:19]([CH2:25][CH2:26][O:27][C:28]3[CH:33]=[CH:32][C:31]([C:34]#[N:35])=[CH:30][CH:29]=3)[C:20]([N:22]([CH3:24])[CH3:23])=[O:21])[CH2:13]2)[CH2:9]1)=O)(C)(C)C. Product: [C:34]([C:31]1[CH:30]=[CH:29][C:28]([O:27][CH2:26][CH2:25][N:19]([CH2:18][CH2:17][N:12]2[CH2:11][CH:10]3[O:16][CH:14]([CH2:15][NH:8][CH2:9]3)[CH2:13]2)[C:20]([N:22]([CH3:24])[CH3:23])=[O:21])=[CH:33][CH:32]=1)#[N:35]. The catalyst class is: 89. (3) Reactant: [OH:1][C:2]1[CH:3]=[C:4]2[C:9](=[C:10]3[CH:15]4[CH2:16][CH:12]([CH2:13][CH2:14]4)[C:11]=13)[O:8][C:7]([CH2:18][CH2:19][C:20]([OH:22])=[O:21])([CH3:17])[CH2:6][CH2:5]2.[OH-].[Na+].[CH2:25](Br)[CH:26]=[C:27]([CH3:29])[CH3:28].Cl. Product: [OH:1][C:2]1[C:3]([CH2:25][CH:26]=[C:27]([CH3:29])[CH3:28])=[C:4]2[C:9](=[C:10]3[CH:15]4[CH2:16][CH:12]([CH2:13][CH2:14]4)[C:11]=13)[O:8][C:7]([CH2:18][CH2:19][C:20]([OH:22])=[O:21])([CH3:17])[CH2:6][CH2:5]2. The catalyst class is: 25. (4) Reactant: [CH2:1]([O:8][C:9]1[C:13]([O:14][CH2:15][C:16]2[CH:21]=[CH:20][CH:19]=[CH:18][CH:17]=2)=[C:12]([C:22]([O:24][CH2:25][CH3:26])=[O:23])[N:11]([C:27]2[CH:32]=[CH:31][C:30]([O:33][CH3:34])=[CH:29][CH:28]=2)[C:10]=1[C:35]([O:37]CC)=[O:36])[C:2]1[CH:7]=[CH:6][CH:5]=[CH:4][CH:3]=1.[OH-].[Na+].[CH2:42]([N:44]([CH2:47][CH3:48])[CH2:45][CH3:46])[CH3:43]. The catalyst class is: 636. Product: [CH2:1]([O:8][C:9]1[C:13]([O:14][CH2:15][C:16]2[CH:21]=[CH:20][CH:19]=[CH:18][CH:17]=2)=[C:12]([C:22]([O:24][CH2:25][CH3:26])=[O:23])[N:11]([C:27]2[CH:28]=[CH:29][C:30]([O:33][CH3:34])=[CH:31][CH:32]=2)[C:10]=1[C:35]([O-:37])=[O:36])[C:2]1[CH:3]=[CH:4][CH:5]=[CH:6][CH:7]=1.[CH2:42]([NH+:44]([CH2:47][CH3:48])[CH2:45][CH3:46])[CH3:43]. (5) Reactant: [Cl:1][C:2]1[C:7]2[O:8][CH2:9][O:10][C:6]=2[CH:5]=[C:4]([CH:11]([C:14](=O)[C:15]([F:18])([F:17])[F:16])[C:12]#[N:13])[CH:3]=1.O=P(Cl)(Cl)[Cl:22].C(N(CC)CC)C. The catalyst class is: 6. Product: [Cl:22][C:14]([C:15]([F:18])([F:17])[F:16])=[C:11]([C:4]1[CH:3]=[C:2]([Cl:1])[C:7]2[O:8][CH2:9][O:10][C:6]=2[CH:5]=1)[C:12]#[N:13]. (6) Reactant: [Cl:1][C:2]1[CH:10]=[CH:9][C:8]([C:11]2[C:12]([C@@H:33]([NH:43][C:44](=[O:60])[CH2:45][N:46]3[C:50]4[C:51]([F:56])([F:55])[C@@H:52]5[CH2:54][C@@H:53]5[C:49]=4[C:48]([CH:57]([F:59])[F:58])=[N:47]3)[CH2:34][C:35]3[CH:40]=[C:39]([F:41])[CH:38]=[C:37]([F:42])[CH:36]=3)=[N:13][C:14]([C:17]#[C:18][C:19]3([O:22][Si](C(C)C)(C(C)C)C(C)C)[CH2:21][CH2:20]3)=[CH:15][CH:16]=2)=[C:7]2[C:3]=1[C:4]([NH:62][S:63]([CH3:66])(=[O:65])=[O:64])=[N:5][N:6]2[CH3:61].C(O)(=O)C.CCCC[N+](CCCC)(CCCC)CCCC.[F-]. Product: [Cl:1][C:2]1[CH:10]=[CH:9][C:8]([C:11]2[C:12]([C@@H:33]([NH:43][C:44](=[O:60])[CH2:45][N:46]3[C:50]4[C:51]([F:55])([F:56])[C@@H:52]5[CH2:54][C@@H:53]5[C:49]=4[C:48]([CH:57]([F:58])[F:59])=[N:47]3)[CH2:34][C:35]3[CH:40]=[C:39]([F:41])[CH:38]=[C:37]([F:42])[CH:36]=3)=[N:13][C:14]([C:17]#[C:18][C:19]3([OH:22])[CH2:21][CH2:20]3)=[CH:15][CH:16]=2)=[C:7]2[C:3]=1[C:4]([NH:62][S:63]([CH3:66])(=[O:64])=[O:65])=[N:5][N:6]2[CH3:61]. The catalyst class is: 1. (7) Reactant: Cl.[Br:2][C:3]1[CH:9]=[CH:8][C:6]([NH2:7])=[CH:5][CH:4]=1.[NH:10]=[C:11]=[NH:12].C(=O)([O-])[O-].[K+].[K+]. Product: [Br:2][C:3]1[CH:9]=[CH:8][C:6]([NH:7][C:11]([NH2:12])=[NH:10])=[CH:5][CH:4]=1. The catalyst class is: 40. (8) Reactant: [CH3:1][N:2]1[C:11](=[O:12])[C:10]2[C:5](=[C:6]([N:13]3[C:19](=[O:20])[C:18]4[CH:21]=[N:22][C:23](SC)=[N:24][C:17]=4[N:16]4[CH2:27][CH2:28][CH2:29][C@H:15]4[CH2:14]3)[CH:7]=[CH:8][CH:9]=2)[N:4]=[CH:3]1.C1C=C(Cl)C=C(C(OO)=O)C=1.C(Cl)(Cl)Cl.[CH2:45]([NH2:47])[CH3:46].C1COCC1. The catalyst class is: 4. Product: [CH2:45]([NH:47][C:23]1[N:22]=[CH:21][C:18]2[C:19](=[O:20])[N:13]([C:6]3[CH:7]=[CH:8][CH:9]=[C:10]4[C:5]=3[N:4]=[CH:3][N:2]([CH3:1])[C:11]4=[O:12])[CH2:14][C@@H:15]3[CH2:29][CH2:28][CH2:27][N:16]3[C:17]=2[N:24]=1)[CH3:46]. (9) Reactant: [C:1](Cl)(=O)C(Cl)=O.CS(C)=O.[CH:11]1([N:15]2[C:19]3[CH:20]=[CH:21][C:22]([CH2:24][OH:25])=[CH:23][C:18]=3[N:17]([CH3:26])[C:16]2=[O:27])CC[CH2:12]1.C(N(CC)CC)C. The catalyst class is: 4. Product: [CH2:11]([N:15]1[C:19]2[CH:20]=[CH:21][C:22]([CH:24]=[O:25])=[CH:23][C:18]=2[N:17]([CH2:26][CH3:1])[C:16]1=[O:27])[CH3:12].